This data is from Reaction yield outcomes from USPTO patents with 853,638 reactions. The task is: Predict the reaction yield, written as a fraction of the theoretical maximum amount of product (1.0 means a 100% yield; for example, 0.34 means a 34% yield). (1) The reactants are CO[C:3](=[O:21])[C:4]1[CH:9]=[C:8]([C:10]2[CH:11]=[N:12][CH:13]=[N:14][CH:15]=2)[C:7]([C:16]([F:19])([F:18])[F:17])=[CH:6][C:5]=1[NH2:20].ClC([O:25][C:26]1C=CC(Cl)=CC=1)=O.[CH3:33][S:34]([NH:37][NH2:38])(=[O:36])=[O:35].CCN(C(C)C)C(C)C. The catalyst is O1CCOCC1. The product is [O:25]=[C:26]1[N:38]([NH:37][S:34]([CH3:33])(=[O:36])=[O:35])[C:3](=[O:21])[C:4]2[C:5](=[CH:6][C:7]([C:16]([F:18])([F:19])[F:17])=[C:8]([C:10]3[CH:11]=[N:12][CH:13]=[N:14][CH:15]=3)[CH:9]=2)[NH:20]1. The yield is 0.360. (2) The reactants are [Br:1][C:2]1[CH:3]=[C:4]2[C:8](=[CH:9][CH:10]=1)[C:7](=[O:11])[CH2:6][CH2:5]2.C[N+:13]1([O-])[CH2:18]COCC1.[CH3:20][Si:21](C#N)([CH3:23])[CH3:22]. The catalyst is C(Cl)Cl. The product is [Br:1][C:2]1[CH:3]=[C:4]2[C:8](=[CH:9][CH:10]=1)[C:7]([O:11][Si:21]([CH3:23])([CH3:22])[CH3:20])([C:18]#[N:13])[CH2:6][CH2:5]2. The yield is 0.860. (3) The reactants are C([N:8]1[CH2:12][CH2:11][CH:10]([N:13]2C[C:16]3=[CH:18][N:19]=[C:20]([CH3:21])[N:15]3[C:14]2=[O:22])[CH2:9]1)C1C=CC=CC=1.C([O-])=O.[NH4+]. The catalyst is CO.[C].[Pd]. The product is [NH:8]1[CH2:12][CH2:11][CH:10]([N:13]2[CH2:21][C:20]3=[N:19][CH:18]=[CH:16][N:15]3[C:14]2=[O:22])[CH2:9]1. The yield is 0.780. (4) The reactants are [Br:1][C:2]1[CH:3]=[C:4]([NH:10][C:11]2[CH:16]=[CH:15][C:14]([C:17]3[CH2:18][CH2:19][NH:20][CH2:21][CH:22]=3)=[CH:13][N:12]=2)[C:5](=[O:9])[N:6]([CH3:8])[CH:7]=1.[O:23]1[CH2:26][C:25](=O)[CH2:24]1.[BH3-]C#N.[Na+].C(OCC)C. The catalyst is CO.[Cl-].[Zn+2].[Cl-].O. The product is [Br:1][C:2]1[CH:3]=[C:4]([NH:10][C:11]2[CH:16]=[CH:15][C:14]([C:17]3[CH2:18][CH2:19][N:20]([CH:25]4[CH2:26][O:23][CH2:24]4)[CH2:21][CH:22]=3)=[CH:13][N:12]=2)[C:5](=[O:9])[N:6]([CH3:8])[CH:7]=1. The yield is 0.780. (5) The reactants are [N+:1]([C:4]1[CH:5]=[CH:6][C:7]([OH:10])=[N:8][CH:9]=1)([O-:3])=[O:2].[Cl:11]([O-])(=O)=O.[K+]. The catalyst is Cl.O. The product is [Cl:11][C:6]1[C:7]([OH:10])=[N:8][CH:9]=[C:4]([N+:1]([O-:3])=[O:2])[CH:5]=1. The yield is 0.850.